Dataset: Catalyst prediction with 721,799 reactions and 888 catalyst types from USPTO. Task: Predict which catalyst facilitates the given reaction. Reactant: [Cl:1][C:2]1[CH:3]=[C:4]([C:9]2([C:22]([F:25])([F:24])[F:23])[O:13][N:12]=[C:11]([C:14]3[CH:15]=[CH:16][C:17]([CH3:21])=[C:18]([CH:20]=3)N)[CH2:10]2)[CH:5]=[C:6]([Cl:8])[CH:7]=1.[C:26]([O:32][CH2:33][CH3:34])(=[O:31])CC([O-])=O.Cl.[CH2:36]([N:38](CC)CCCN=C=NCC)[CH3:37].C(=O)([O-])[OH:50].[Na+]. Product: [Cl:8][C:6]1[CH:5]=[C:4]([C:9]2([C:22]([F:23])([F:24])[F:25])[O:13][N:12]=[C:11]([C:14]3[CH:15]=[CH:16][C:17]([CH3:21])=[C:18]([CH2:34][CH2:33][O:32][C:26]([NH:38][C:36](=[O:50])[CH3:37])=[O:31])[CH:20]=3)[CH2:10]2)[CH:3]=[C:2]([Cl:1])[CH:7]=1. The catalyst class is: 9.